From a dataset of Reaction yield outcomes from USPTO patents with 853,638 reactions. Predict the reaction yield, written as a fraction of the theoretical maximum amount of product (1.0 means a 100% yield; for example, 0.34 means a 34% yield). (1) The reactants are [F:1][C:2]([F:24])([F:23])[O:3][C:4]1[CH:9]=[CH:8][C:7]([N:10]2[CH:14]=[N:13][C:12]([C:15]3[CH:20]=[CH:19][C:18]([CH:21]=[CH2:22])=[CH:17][CH:16]=3)=[N:11]2)=[CH:6][CH:5]=1.C12BC(CCC1)CCC2.[OH-:34].[Na+].OO. The catalyst is O1CCCC1.O. The product is [F:24][C:2]([F:1])([F:23])[O:3][C:4]1[CH:9]=[CH:8][C:7]([N:10]2[CH:14]=[N:13][C:12]([C:15]3[CH:20]=[CH:19][C:18]([CH2:21][CH2:22][OH:34])=[CH:17][CH:16]=3)=[N:11]2)=[CH:6][CH:5]=1. The yield is 0.690. (2) The catalyst is O1CCOCC1.O. The yield is 0.566. The reactants are [Cl:1][C:2]1[C:17]([NH:18][S:19]([CH2:22][CH2:23][CH3:24])(=[O:21])=[O:20])=[CH:16][CH:15]=[C:14]([F:25])[C:3]=1[C:4]([O:6]CC1C=CC=CC=1)=[O:5].[OH-].[Ba+2].[OH-].Cl.C(=O)(O)[O-].[Na+]. The product is [Cl:1][C:2]1[C:17]([NH:18][S:19]([CH2:22][CH2:23][CH3:24])(=[O:20])=[O:21])=[CH:16][CH:15]=[C:14]([F:25])[C:3]=1[C:4]([OH:6])=[O:5]. (3) The reactants are Cl.[CH2:2]([O:9][C:10]1[CH:16]=[CH:15][C:13]([NH2:14])=[CH:12][CH:11]=1)[C:3]1[CH:8]=[CH:7][CH:6]=[CH:5][CH:4]=1.[F:17][C:18]1[CH:23]=[CH:22][C:21]([NH:24][C:25]([C:27]2([C:30](O)=[O:31])[CH2:29][CH2:28]2)=[O:26])=[CH:20][CH:19]=1.CCN=C=NCCCN(C)C. The catalyst is C(Cl)Cl. The product is [F:17][C:18]1[CH:19]=[CH:20][C:21]([NH:24][C:25]([C:27]2([C:30]([NH:14][C:13]3[CH:12]=[CH:11][C:10]([O:9][CH2:2][C:3]4[CH:4]=[CH:5][CH:6]=[CH:7][CH:8]=4)=[CH:16][CH:15]=3)=[O:31])[CH2:29][CH2:28]2)=[O:26])=[CH:22][CH:23]=1. The yield is 0.950.